This data is from Forward reaction prediction with 1.9M reactions from USPTO patents (1976-2016). The task is: Predict the product of the given reaction. Given the reactants [C:1]([O:5][C:6]([NH:8][C:9]1[S:10][CH:11]=[C:12](/[C:14](=[N:25]/[O:26][C:27]2([C:30]([O:32][CH:33]([C:40]3[CH:45]=[CH:44][CH:43]=[CH:42][CH:41]=3)[C:34]3[CH:39]=[CH:38][CH:37]=[CH:36][CH:35]=3)=[O:31])[CH2:29][CH2:28]2)/[C:15]([NH:17][C@@H:18]2[C:21](=[O:22])[NH:20][C@@H:19]2[CH2:23][OH:24])=[O:16])[N:13]=1)=[O:7])([CH3:4])([CH3:3])[CH3:2].[CH3:46][S:47](Cl)(=[O:49])=[O:48], predict the reaction product. The product is: [C:1]([O:5][C:6]([NH:8][C:9]1[S:10][CH:11]=[C:12](/[C:14](=[N:25]/[O:26][C:27]2([C:30]([O:32][CH:33]([C:40]3[CH:45]=[CH:44][CH:43]=[CH:42][CH:41]=3)[C:34]3[CH:35]=[CH:36][CH:37]=[CH:38][CH:39]=3)=[O:31])[CH2:28][CH2:29]2)/[C:15]([NH:17][C@@H:18]2[C:21](=[O:22])[NH:20][C@@H:19]2[CH2:23][O:24][S:47]([CH3:46])(=[O:49])=[O:48])=[O:16])[N:13]=1)=[O:7])([CH3:4])([CH3:2])[CH3:3].